This data is from Retrosynthesis with 50K atom-mapped reactions and 10 reaction types from USPTO. The task is: Predict the reactants needed to synthesize the given product. (1) Given the product O=C(NCc1cccc(Cl)c1)c1cccc(-c2cnc3c(c2)N(Cc2cc(Cl)ccc2C(F)(F)F)CCN3)c1, predict the reactants needed to synthesize it. The reactants are: NCc1cccc(Cl)c1.O=C(O)c1cccc(-c2cnc3c(c2)N(Cc2cc(Cl)ccc2C(F)(F)F)CCN3)c1. (2) Given the product O=C(O)C(F)(F)F, predict the reactants needed to synthesize it. The reactants are: CC(C)(C)OC(=O)NCCn1cc([N+](=O)[O-])cn1.